From a dataset of Peptide-MHC class II binding affinity with 134,281 pairs from IEDB. Regression. Given a peptide amino acid sequence and an MHC pseudo amino acid sequence, predict their binding affinity value. This is MHC class II binding data. The peptide sequence is WSEIQTLKPNLIGPF. The MHC is HLA-DQA10101-DQB10501 with pseudo-sequence HLA-DQA10101-DQB10501. The binding affinity (normalized) is 0.314.